Task: Predict the reaction yield, written as a fraction of the theoretical maximum amount of product (1.0 means a 100% yield; for example, 0.34 means a 34% yield).. Dataset: Reaction yield outcomes from USPTO patents with 853,638 reactions (1) The reactants are [Cl:1][C:2]1[O:6][C:5]([CH2:7][C:8]2[CH:15]=[CH:14][C:11]([CH2:12]N)=[CH:10][CH:9]=2)=[CH:4][CH:3]=1.C(O)(=[O:18])C.N([O-])=O.[Na+].C(=O)([O-])[O-].[K+].[K+]. The catalyst is C(OCC)(=O)C.O. The product is [Cl:1][C:2]1[O:6][C:5]([CH2:7][C:8]2[CH:15]=[CH:14][C:11]([CH2:12][OH:18])=[CH:10][CH:9]=2)=[CH:4][CH:3]=1. The yield is 0.440. (2) The reactants are ClC(Cl)(Cl)C([N:5]1[CH:12]2[CH2:13][CH:8]3[CH2:9][CH:10]([CH2:14][CH:6]1[CH2:7]3)[CH2:11]2)=O.C(O)(C)C.[OH-].[Na+].O. The catalyst is C1(C)C=CC=CC=1. The product is [CH:6]12[CH2:14][CH:10]3[CH2:9][CH:8]([CH2:13][CH:12]([CH2:11]3)[NH:5]1)[CH2:7]2. The yield is 0.770. (3) The reactants are [NH2:1][C:2]1[C:7]([Cl:8])=[C:6]([Cl:9])[N:5]=[C:4](Cl)[N:3]=1.[NH2:11][C:12]1[CH:19]=[CH:18][C:15]([C:16]#[N:17])=[CH:14][CH:13]=1.CN1CCCC1=O.Cl. The catalyst is C(OCC)C.O1CCOCC1. The product is [NH2:1][C:2]1[C:7]([Cl:8])=[C:6]([Cl:9])[N:5]=[C:4]([NH:11][C:12]2[CH:19]=[CH:18][C:15]([C:16]#[N:17])=[CH:14][CH:13]=2)[N:3]=1. The yield is 0.0680.